Dataset: Catalyst prediction with 721,799 reactions and 888 catalyst types from USPTO. Task: Predict which catalyst facilitates the given reaction. (1) Reactant: [OH:1][C:2]1[C:3]([C:8]([O:10]C)=O)=[N:4][CH:5]=[CH:6][N:7]=1.C(N(CC)CC)C.Cl.[CH3:20][O:21][C:22](=[O:25])[CH2:23][NH2:24]. Product: [OH:1][C:2]1[C:3]([C:8]([NH:24][CH2:23][C:22]([O:21][CH3:20])=[O:25])=[O:10])=[N:4][CH:5]=[CH:6][N:7]=1. The catalyst class is: 4. (2) Reactant: [CH3:1][CH2:2][CH2:3][CH2:4][C:5]1[CH:6]=[CH:7][CH:8]=[CH:9][CH:10]=1.[Br:11][C:12]1[CH:20]=[CH:19][C:15]([C:16](Cl)=[O:17])=[CH:14][CH:13]=1. Product: [Br:11][C:12]1[CH:20]=[CH:19][C:15]([C:16]([C:8]2[CH:7]=[CH:6][C:5]([CH2:4][CH2:3][CH2:2][CH3:1])=[CH:10][CH:9]=2)=[O:17])=[CH:14][CH:13]=1. The catalyst class is: 6. (3) Reactant: [I-].[K+].Br[CH:4]([C:6]1[CH:7]=[C:8]([C:23]([O:25][CH3:26])=[O:24])[CH:9]=[C:10]2[C:15]=1[O:14][C:13]([N:16]1[CH2:21][CH2:20][O:19][CH2:18][CH2:17]1)=[CH:12][C:11]2=[O:22])[CH3:5].[F:27][C:28]1[CH:29]=[C:30]([CH:33]=[C:34]([F:36])[CH:35]=1)[NH:31][CH3:32]. Product: [F:27][C:28]1[CH:29]=[C:30]([N:31]([CH3:32])[CH:4]([C:6]2[CH:7]=[C:8]([C:23]([O:25][CH3:26])=[O:24])[CH:9]=[C:10]3[C:15]=2[O:14][C:13]([N:16]2[CH2:21][CH2:20][O:19][CH2:18][CH2:17]2)=[CH:12][C:11]3=[O:22])[CH3:5])[CH:33]=[C:34]([F:36])[CH:35]=1. The catalyst class is: 147. (4) Reactant: Cl.CN(C)CCCN=C=NCC.[Br:13][C:14]1[C:15]([NH:30][C:31]2[CH:36]=[CH:35][C:34]([F:37])=[CH:33][CH:32]=2)=[N:16][C:17]([NH:20][C:21]2[CH:26]=[CH:25][C:24]([C:27](O)=[O:28])=[CH:23][CH:22]=2)=[N:18][CH:19]=1.[NH2:38][CH2:39][CH2:40][CH2:41][N:42]1[CH2:46][CH2:45][CH2:44][C:43]1=[O:47].ON1C2C=CC=CC=2N=N1.[Cl-].[Na+]. Product: [Br:13][C:14]1[C:15]([NH:30][C:31]2[CH:32]=[CH:33][C:34]([F:37])=[CH:35][CH:36]=2)=[N:16][C:17]([NH:20][C:21]2[CH:22]=[CH:23][C:24]([C:27](=[O:28])[NH:38][CH2:39][CH2:40][CH2:41][N:42]3[CH2:46][CH2:45][CH2:44][C:43]3=[O:47])=[CH:25][CH:26]=2)=[N:18][CH:19]=1. The catalyst class is: 18. (5) Reactant: C[Si](C)(C)[O-].[Na+].O.C([O:10][C:11]([C:13]1([CH2:28][O:29][C:30]2[CH:35]=[CH:34][C:33]([C:36]3[CH:41]=[CH:40][C:39]([C:42]#[N:43])=[CH:38][CH:37]=3)=[CH:32][CH:31]=2)[CH2:17][CH2:16][N:15]([C:18](=[O:27])[C:19]2[CH:24]=[CH:23][C:22]([O:25][CH3:26])=[CH:21][CH:20]=2)[CH2:14]1)=[O:12])C. Product: [C:42]([C:39]1[CH:40]=[CH:41][C:36]([C:33]2[CH:32]=[CH:31][C:30]([O:29][CH2:28][C:13]3([C:11]([OH:12])=[O:10])[CH2:17][CH2:16][N:15]([C:18](=[O:27])[C:19]4[CH:20]=[CH:21][C:22]([O:25][CH3:26])=[CH:23][CH:24]=4)[CH2:14]3)=[CH:35][CH:34]=2)=[CH:37][CH:38]=1)#[N:43]. The catalyst class is: 10. (6) Reactant: [CH2:1]([O:8][C:9](=[O:21])[NH:10][C:11]1([C:14]2[CH:19]=[CH:18][C:17]([OH:20])=[CH:16][CH:15]=2)[CH2:13][CH2:12]1)[C:2]1[CH:7]=[CH:6][CH:5]=[CH:4][CH:3]=1.C([O-])([O-])=O.[Cs+].[Cs+].Cl[CH2:29][CH2:30][CH2:31][N:32]1[CH2:37][CH2:36][CH2:35][CH2:34][CH2:33]1. Product: [CH2:1]([O:8][C:9](=[O:21])[NH:10][C:11]1([C:14]2[CH:19]=[CH:18][C:17]([O:20][CH2:29][CH2:30][CH2:31][N:32]3[CH2:37][CH2:36][CH2:35][CH2:34][CH2:33]3)=[CH:16][CH:15]=2)[CH2:12][CH2:13]1)[C:2]1[CH:7]=[CH:6][CH:5]=[CH:4][CH:3]=1. The catalyst class is: 12.